This data is from Peptide-MHC class II binding affinity with 134,281 pairs from IEDB. The task is: Regression. Given a peptide amino acid sequence and an MHC pseudo amino acid sequence, predict their binding affinity value. This is MHC class II binding data. (1) The peptide sequence is RGMVLGSLAATVRLQ. The MHC is DRB1_0101 with pseudo-sequence DRB1_0101. The binding affinity (normalized) is 0.816. (2) The peptide sequence is VSTFSSGLVWGQKYF. The MHC is HLA-DQA10301-DQB10302 with pseudo-sequence HLA-DQA10301-DQB10302. The binding affinity (normalized) is 0.440. (3) The peptide sequence is GELQIVDKIDAASKI. The MHC is DRB3_0101 with pseudo-sequence DRB3_0101. The binding affinity (normalized) is 0.728.